Dataset: Forward reaction prediction with 1.9M reactions from USPTO patents (1976-2016). Task: Predict the product of the given reaction. (1) The product is: [CH2:17]([O:10][C:3]1[C:2]([F:1])=[CH:9][CH:8]=[CH:7][C:4]=1[CH:5]=[O:6])[C:18]1[CH:23]=[CH:22][CH:21]=[CH:20][CH:19]=1. Given the reactants [F:1][C:2]1[C:3]([OH:10])=[C:4]([CH:7]=[CH:8][CH:9]=1)[CH:5]=[O:6].C(=O)([O-])[O-].[K+].[K+].[CH2:17](Br)[C:18]1[CH:23]=[CH:22][CH:21]=[CH:20][CH:19]=1.O, predict the reaction product. (2) Given the reactants Br[C:2]1[S:3][C:4]([C:7]([O:9][CH3:10])=[O:8])=[CH:5][N:6]=1.[CH3:11][CH2:12]N(CC)CC.C[Si](C#C)(C)C.CO.C([O-])([O-])=O.[K+].[K+], predict the reaction product. The product is: [C:11]([C:2]1[S:3][C:4]([C:7]([O:9][CH3:10])=[O:8])=[CH:5][N:6]=1)#[CH:12].